Dataset: Forward reaction prediction with 1.9M reactions from USPTO patents (1976-2016). Task: Predict the product of the given reaction. (1) The product is: [ClH:3].[N:14]1([CH:19]2[CH2:24][CH2:23][N:22]([P:1]([Cl:5])([Cl:3])=[O:2])[CH2:21][CH2:20]2)[CH2:18][CH2:17][CH2:16][CH2:15]1. Given the reactants [P:1]([Cl:5])(Cl)([Cl:3])=[O:2].N1C(C)=CC=CC=1C.[N:14]1([CH:19]2[CH2:24][CH2:23][NH:22][CH2:21][CH2:20]2)[CH2:18][CH2:17][CH2:16][CH2:15]1, predict the reaction product. (2) Given the reactants C(O[C@@H](C1C(C)=CC2N=C(N3C=CC=C(C4C=C5C(=CC=4)N(C)N=C5)C3=O)SC=2C=1C1C=CC(Cl)=CC=1)C(O)=O)(C)(C)C.[C:44]([O:48][C@@H:49]([C:54]1[C:79]([CH3:80])=[CH:78][C:57]2[N:58]=[C:59]([N:61]3[CH:66]=[C:65]([C:67]4[CH:68]=[C:69]5[C:73](=[CH:74][CH:75]=4)[N:72]([CH3:76])[N:71]=[CH:70]5)[CH:64]=[CH:63][C:62]3=[O:77])[S:60][C:56]=2[C:55]=1[C:81]1[CH:86]=[CH:85][C:84]([Cl:87])=[CH:83][CH:82]=1)[C:50]([O:52]C)=[O:51])([CH3:47])([CH3:46])[CH3:45], predict the reaction product. The product is: [C:44]([O:48][C@@H:49]([C:54]1[C:79]([CH3:80])=[CH:78][C:57]2[N:58]=[C:59]([N:61]3[CH:66]=[C:65]([C:67]4[CH:68]=[C:69]5[C:73](=[CH:74][CH:75]=4)[N:72]([CH3:76])[N:71]=[CH:70]5)[CH:64]=[CH:63][C:62]3=[O:77])[S:60][C:56]=2[C:55]=1[C:81]1[CH:82]=[CH:83][C:84]([Cl:87])=[CH:85][CH:86]=1)[C:50]([OH:52])=[O:51])([CH3:47])([CH3:45])[CH3:46]. (3) Given the reactants Cl[C:2]1[C:11]2[C:6](=[CH:7][C:8]([O:14][CH3:15])=[C:9]([O:12][CH3:13])[CH:10]=2)[N:5]=[CH:4][N:3]=1.C(O[C:21](=[O:29])[NH:22][CH:23]1[CH2:28][CH2:27][NH:26][CH2:25][CH2:24]1)(C)(C)C.Cl.[N+](C1C=CC(OC(=O)[NH:42][C:43]2[CH:48]=[CH:47][C:46]([N:49]3[CH2:53][CH2:52][CH2:51][CH2:50]3)=[CH:45][CH:44]=2)=CC=1)([O-])=O, predict the reaction product. The product is: [CH3:13][O:12][C:9]1[CH:10]=[C:11]2[C:6](=[CH:7][C:8]=1[O:14][CH3:15])[N:5]=[CH:4][N:3]=[C:2]2[N:26]1[CH2:25][CH2:24][CH:23]([NH:22][C:21]([NH:42][C:43]2[CH:44]=[CH:45][C:46]([N:49]3[CH2:53][CH2:52][CH2:51][CH2:50]3)=[CH:47][CH:48]=2)=[O:29])[CH2:28][CH2:27]1. (4) Given the reactants [C:1](N1C=CN=C1)(N1C=CN=C1)=[O:2].[CH3:13][O:14][C:15]1[CH:43]=[C:42]([O:44][CH3:45])[CH:41]=[CH:40][C:16]=1[CH:17]=[N:18][C:19]1[C:24]([CH2:25][NH:26][CH:27]2[CH2:32][CH2:31][N:30]([C:33]([O:35][C:36]([CH3:39])([CH3:38])[CH3:37])=[O:34])[CH2:29][CH2:28]2)=[CH:23][CH:22]=[CH:21][N:20]=1, predict the reaction product. The product is: [CH3:13][O:14][C:15]1[CH:43]=[C:42]([O:44][CH3:45])[CH:41]=[CH:40][C:16]=1[CH2:17][N:18]1[C:19]2[N:20]=[CH:21][CH:22]=[CH:23][C:24]=2[CH2:25][N:26]([CH:27]2[CH2:32][CH2:31][N:30]([C:33]([O:35][C:36]([CH3:39])([CH3:38])[CH3:37])=[O:34])[CH2:29][CH2:28]2)[C:1]1=[O:2]. (5) Given the reactants [CH:1]1([NH:4][C:5](=[O:33])[C:6]2[CH:11]=[CH:10][C:9]([CH3:12])=[C:8]([N:13]3[C:22](=[O:23])[C:21]4[C:16](=[CH:17][CH:18]=[C:19]([N:24]5[CH2:29][CH2:28][N:27]([CH:30]([CH3:32])[CH3:31])[CH2:26][CH2:25]5)[CH:20]=4)[N:15]=[CH:14]3)[CH:7]=2)[CH2:3][CH2:2]1.[ClH:34], predict the reaction product. The product is: [ClH:34].[CH:1]1([NH:4][C:5](=[O:33])[C:6]2[CH:11]=[CH:10][C:9]([CH3:12])=[C:8]([N:13]3[C:22](=[O:23])[C:21]4[C:16](=[CH:17][CH:18]=[C:19]([N:24]5[CH2:25][CH2:26][N:27]([CH:30]([CH3:31])[CH3:32])[CH2:28][CH2:29]5)[CH:20]=4)[N:15]=[CH:14]3)[CH:7]=2)[CH2:3][CH2:2]1. (6) Given the reactants Cl[C:2]1[CH:7]=[CH:6][C:5]([N+:8]([O-:10])=[O:9])=[CH:4][N:3]=1.[Na].[CH2:12]([OH:19])[C:13]1[CH:18]=[CH:17][CH:16]=[CH:15][CH:14]=1, predict the reaction product. The product is: [CH2:12]([O:19][C:2]1[CH:7]=[CH:6][C:5]([N+:8]([O-:10])=[O:9])=[CH:4][N:3]=1)[C:13]1[CH:18]=[CH:17][CH:16]=[CH:15][CH:14]=1. (7) Given the reactants C(=O)([O-])[O-].[Na+].[Na+].Cl.[N:8]1([C:14]2[C:18]3[CH:19]=[CH:20][CH:21]=[CH:22][C:17]=3[S:16][N:15]=2)[CH2:13][CH2:12][NH:11][CH2:10][CH2:9]1.[Cl:23][C:24]1[CH:32]=[C:31]2[C:27]([CH2:28][C:29](=[O:33])[NH:30]2)=[CH:26][C:25]=1[CH2:34][CH2:35]Cl, predict the reaction product. The product is: [CH:20]1[CH:21]=[CH:22][C:17]2[S:16][N:15]=[C:14]([N:8]3[CH2:13][CH2:12][N:11]([CH2:35][CH2:34][C:25]4[CH:26]=[C:27]5[CH2:28][C:29](=[O:33])[NH:30][C:31]5=[CH:32][C:24]=4[Cl:23])[CH2:10][CH2:9]3)[C:18]=2[CH:19]=1.